Dataset: Forward reaction prediction with 1.9M reactions from USPTO patents (1976-2016). Task: Predict the product of the given reaction. (1) The product is: [C:1]([O:5][C:6](=[O:47])[CH2:7][CH2:8][C:9]1[CH:14]=[CH:13][C:12]([O:15][CH2:16][CH2:17][C:18]2[N:19]=[C:20]([C:24]3[CH:25]=[CH:26][C:27]([OH:50])=[CH:28][CH:29]=3)[O:21][C:22]=2[CH3:23])=[CH:11][C:10]=1[CH2:39][NH:40][C:41]([O:43][CH:44]([CH3:45])[CH3:46])=[O:42])([CH3:2])([CH3:3])[CH3:4]. Given the reactants [C:1]([O:5][C:6](=[O:47])[CH2:7][CH2:8][C:9]1[CH:14]=[CH:13][C:12]([O:15][CH2:16][CH2:17][C:18]2[N:19]=[C:20]([C:24]3[CH:29]=[CH:28][C:27](B4OC(C)(C)C(C)(C)O4)=[CH:26][CH:25]=3)[O:21][C:22]=2[CH3:23])=[CH:11][C:10]=1[CH2:39][NH:40][C:41]([O:43][CH:44]([CH3:46])[CH3:45])=[O:42])([CH3:4])([CH3:3])[CH3:2].C(O)(=[O:50])C.OO.[O-]S([O-])(=S)=O.[Na+].[Na+], predict the reaction product. (2) Given the reactants Cl[C:2]1[C:7]([C:8]2[CH:13]=[CH:12][CH:11]=[CH:10][CH:9]=2)=[CH:6][N:5]([C:14]2[CH:19]=[CH:18][CH:17]=[CH:16][C:15]=2[CH3:20])[C:4](=O)[C:3]=1[C:22]#[N:23].[OH2:24].[NH2:25][NH2:26].O, predict the reaction product. The product is: [NH2:23][C:22]1[C:3]2[C:4](=[O:24])[N:5]([C:14]3[CH:19]=[CH:18][CH:17]=[CH:16][C:15]=3[CH3:20])[CH:6]=[C:7]([C:8]3[CH:13]=[CH:12][CH:11]=[CH:10][CH:9]=3)[C:2]=2[NH:26][N:25]=1. (3) Given the reactants [CH2:1]([O:3][C:4]([C:6]1([CH2:9][NH2:10])[CH2:8][CH2:7]1)=[O:5])[CH3:2].[C:11]1(=O)[CH2:16][CH2:15][CH2:14][CH2:13][CH2:12]1.C([O-])(=O)C.[Na+].C(O[BH-](OC(=O)C)OC(=O)C)(=O)C.[Na+], predict the reaction product. The product is: [CH2:1]([O:3][C:4]([C:6]1([CH2:9][NH:10][CH:11]2[CH2:16][CH2:15][CH2:14][CH2:13][CH2:12]2)[CH2:8][CH2:7]1)=[O:5])[CH3:2]. (4) Given the reactants [Br:1][C:2]1[C:3]([N:19]([CH3:24])[S:20]([CH3:23])(=[O:22])=[O:21])=[CH:4][C:5]2[O:9][C:8]([C:10]([O:12]C)=[O:11])=[C:7]([C:14](=[O:17])[NH:15][CH3:16])[C:6]=2[CH:18]=1.O[Li].O, predict the reaction product. The product is: [Br:1][C:2]1[C:3]([N:19]([CH3:24])[S:20]([CH3:23])(=[O:21])=[O:22])=[CH:4][C:5]2[O:9][C:8]([C:10]([OH:12])=[O:11])=[C:7]([C:14](=[O:17])[NH:15][CH3:16])[C:6]=2[CH:18]=1. (5) Given the reactants [C:1]1([CH:7]([C:29]2[CH:34]=[CH:33][CH:32]=[CH:31][CH:30]=2)[CH2:8][NH:9][C:10]2[N:18]=[C:17](S(C)(=O)=O)[N:16]=[C:15]3[C:11]=2[N:12]=[CH:13][N:14]3[CH:23]2[CH2:28][CH2:27][CH2:26][CH2:25][O:24]2)[CH:6]=[CH:5][CH:4]=[CH:3][CH:2]=1.[C-:35]#[N:36].[K+].O, predict the reaction product. The product is: [C:1]1([CH:7]([C:29]2[CH:34]=[CH:33][CH:32]=[CH:31][CH:30]=2)[CH2:8][NH:9][C:10]2[N:18]=[C:17]([C:35]#[N:36])[N:16]=[C:15]3[C:11]=2[N:12]=[CH:13][N:14]3[CH:23]2[CH2:28][CH2:27][CH2:26][CH2:25][O:24]2)[CH:6]=[CH:5][CH:4]=[CH:3][CH:2]=1.